Dataset: Peptide-MHC class II binding affinity with 134,281 pairs from IEDB. Task: Regression. Given a peptide amino acid sequence and an MHC pseudo amino acid sequence, predict their binding affinity value. This is MHC class II binding data. (1) The peptide sequence is MGQLISFFGEIPSII. The MHC is DRB1_0101 with pseudo-sequence DRB1_0101. The binding affinity (normalized) is 0.937. (2) The peptide sequence is GMLQIVDKIDAAFKI. The MHC is DRB4_0101 with pseudo-sequence DRB4_0103. The binding affinity (normalized) is 0.377. (3) The peptide sequence is GARRSGDVLWDIPTP. The MHC is HLA-DQA10201-DQB10402 with pseudo-sequence HLA-DQA10201-DQB10402. The binding affinity (normalized) is 0.273. (4) The peptide sequence is AMTKGEGGVWT. The MHC is DRB1_1101 with pseudo-sequence DRB1_1101. The binding affinity (normalized) is 0.0292.